The task is: Predict the reaction yield, written as a fraction of the theoretical maximum amount of product (1.0 means a 100% yield; for example, 0.34 means a 34% yield).. This data is from Reaction yield outcomes from USPTO patents with 853,638 reactions. (1) The reactants are Br[C:2]1[C:3]([CH3:17])=[C:4]([O:13][CH:14]([CH3:16])[CH3:15])[C:5]2[O:9][CH:8]([CH3:10])[CH2:7][C:6]=2[C:11]=1[CH3:12].[CH3:18][O:19][C:20]1[CH:25]=[CH:24][C:23]([N:26]2[CH2:31][CH2:30][NH:29][CH2:28][CH2:27]2)=[CH:22][CH:21]=1. No catalyst specified. The product is [CH3:18][O:19][C:20]1[CH:21]=[CH:22][C:23]([N:26]2[CH2:31][CH2:30][N:29]([C:2]3[C:3]([CH3:17])=[C:4]([O:13][CH:14]([CH3:16])[CH3:15])[C:5]4[O:9][CH:8]([CH3:10])[CH2:7][C:6]=4[C:11]=3[CH3:12])[CH2:28][CH2:27]2)=[CH:24][CH:25]=1. The yield is 0.340. (2) The reactants are [Cl:1][C:2]1[C:7]([Cl:8])=[CH:6][N:5]=[C:4]([N:9]=[C:10]=S)[CH:3]=1.C(N(CC)CC)C.Cl.Cl.[NH2:21][CH2:22][C@@:23]1([OH:31])[CH:28]2[CH2:29][CH2:30][N:25]([CH2:26][CH2:27]2)[CH2:24]1.C(N=C=NC(C)C)(C)C. The catalyst is CN(C)C=O. The product is [Cl:1][C:2]1[C:7]([Cl:8])=[CH:6][N:5]=[C:4]([NH:9][C:10]2[O:31][C@:23]3([CH2:22][N:21]=2)[CH:28]2[CH2:29][CH2:30][N:25]([CH2:26][CH2:27]2)[CH2:24]3)[CH:3]=1. The yield is 0.220.